Task: Binary Classification. Given a T-cell receptor sequence (or CDR3 region) and an epitope sequence, predict whether binding occurs between them.. Dataset: TCR-epitope binding with 47,182 pairs between 192 epitopes and 23,139 TCRs (1) The epitope is EEHVQIHTI. The TCR CDR3 sequence is CASSFRFNEQFF. Result: 0 (the TCR does not bind to the epitope). (2) The epitope is GTSGSPIVNR. The TCR CDR3 sequence is CASSLAGHYSSYNEQFF. Result: 0 (the TCR does not bind to the epitope). (3) The epitope is YLQPRTFLL. The TCR CDR3 sequence is CATEDLNTGELFF. Result: 1 (the TCR binds to the epitope). (4) The epitope is GPGHKARVL. The TCR CDR3 sequence is CSAEQAYEQYF. Result: 0 (the TCR does not bind to the epitope).